From a dataset of Full USPTO retrosynthesis dataset with 1.9M reactions from patents (1976-2016). Predict the reactants needed to synthesize the given product. (1) Given the product [CH2:21]([O:20][C:18]([N:9]=[C:5]([O:6][CH2:7][CH3:8])[CH2:4][CH:3]([CH3:10])[CH3:2])=[O:19])[CH3:22], predict the reactants needed to synthesize it. The reactants are: Cl.[CH3:2][CH:3]([CH3:10])[CH2:4][C:5](=[NH:9])[O:6][CH2:7][CH3:8].N1C=CC=CC=1.Cl[C:18]([O:20][CH2:21][CH3:22])=[O:19]. (2) Given the product [CH3:1][C:2]1[N:3]=[CH:4][C:5]([C:8]([NH:18][C:17]2[CH:19]=[CH:20][C:14]([O:13][CH2:11][CH3:12])=[CH:15][C:16]=2[N+:21]([O-:23])=[O:22])=[O:10])=[N:6][CH:7]=1, predict the reactants needed to synthesize it. The reactants are: [CH3:1][C:2]1[CH:7]=[N:6][C:5]([C:8]([OH:10])=O)=[CH:4][N:3]=1.[CH2:11]([O:13][C:14]1[CH:20]=[CH:19][C:17]([NH2:18])=[C:16]([N+:21]([O-:23])=[O:22])[CH:15]=1)[CH3:12]. (3) Given the product [NH2:34][C:30]1[CH:29]=[C:28]([N:35]2[CH2:36][CH2:37][N:38]([C:2]([O:4][C:5]3[CH:10]=[CH:9][C:8]([N+:11]([O-:13])=[O:12])=[CH:7][CH:6]=3)=[O:3])[CH2:39][CH2:40]2)[C:27]2[C:32](=[CH:33][C:24]([Cl:23])=[CH:25][CH:26]=2)[N:31]=1, predict the reactants needed to synthesize it. The reactants are: Cl[C:2]([O:4][C:5]1[CH:10]=[CH:9][C:8]([N+:11]([O-:13])=[O:12])=[CH:7][CH:6]=1)=[O:3].C(N(C(C)C)CC)(C)C.[Cl:23][C:24]1[CH:33]=[C:32]2[C:27]([C:28]([N:35]3[CH2:40][CH2:39][NH:38][CH2:37][CH2:36]3)=[CH:29][C:30]([NH2:34])=[N:31]2)=[CH:26][CH:25]=1.